From a dataset of Forward reaction prediction with 1.9M reactions from USPTO patents (1976-2016). Predict the product of the given reaction. (1) Given the reactants [CH:1]([C:4]1[CH:9]=[CH:8][C:7]([C:10]2[C:14]3[C:15]([CH3:21])=[CH:16][C:17]([CH3:20])=[C:18]([CH3:19])[C:13]=3[O:12][C:11]=2[CH3:22])=[CH:6][CH:5]=1)([CH3:3])[CH3:2].C(C1C=CC(C2C3C(C)=CC(C)=C(C)C=3OC2C)=CC=1)(C)C.BrC1C(C)=C(C)C2OC(C)C(C3C=CC(C(C)C)=CC=3)C=2C=1C.C(NC1C(C)=C(C)C2OC(C)C(C3C=CC(C(C)C)=CC=3)C=2C=1C)C1C=CC=CC=1.C(C1C=CC(C2C3C(C)=C(N)C(C)=C(C)C=3OC2C)=CC=1)(C)C.C(CC(Cl)=O)(C)(C)C.C(C1C=CC(C2C3C(C)=C([NH:149][C:150](=[O:156])[CH2:151][C:152]([CH3:155])([CH3:154])[CH3:153])C(C)=C(C)C=3OC2C)=CC=1)(C)C, predict the reaction product. The product is: [CH:1]([C:4]1[CH:5]=[CH:6][C:7]([C@@H:10]2[C:14]3[C:15]([CH3:21])=[C:16]([NH:149][C:150](=[O:156])[CH2:151][C:152]([CH3:155])([CH3:154])[CH3:153])[C:17]([CH3:20])=[C:18]([CH3:19])[C:13]=3[O:12][C@H:11]2[CH3:22])=[CH:8][CH:9]=1)([CH3:3])[CH3:2]. (2) Given the reactants [C:1]([C:3]1[C@@H:8]([C:9]2[CH:14]=[CH:13][C:12]([C:15]#[N:16])=[CH:11][C:10]=2[S:17]([CH3:20])(=[O:19])=[O:18])[N:7]([C:21](OC2C=CC([N+]([O-])=O)=CC=2)=[O:22])[C:6](=[O:33])[N:5]([C:34]2[CH:39]=[CH:38][CH:37]=[C:36]([C:40]([F:43])([F:42])[F:41])[CH:35]=2)[C:4]=1[CH3:44])#[N:2].[NH2:45][CH2:46][CH2:47][OH:48], predict the reaction product. The product is: [C:1]([C:3]1[C@@H:8]([C:9]2[CH:14]=[CH:13][C:12]([C:15]#[N:16])=[CH:11][C:10]=2[S:17]([CH3:20])(=[O:19])=[O:18])[N:7]([C:21]([NH:45][CH2:46][CH2:47][OH:48])=[O:22])[C:6](=[O:33])[N:5]([C:34]2[CH:39]=[CH:38][CH:37]=[C:36]([C:40]([F:42])([F:43])[F:41])[CH:35]=2)[C:4]=1[CH3:44])#[N:2].